Dataset: NCI-60 drug combinations with 297,098 pairs across 59 cell lines. Task: Regression. Given two drug SMILES strings and cell line genomic features, predict the synergy score measuring deviation from expected non-interaction effect. (1) Drug 1: C1=NC2=C(N1)C(=S)N=C(N2)N. Drug 2: C1=NC(=NC(=O)N1C2C(C(C(O2)CO)O)O)N. Cell line: SF-295. Synergy scores: CSS=34.5, Synergy_ZIP=-1.13, Synergy_Bliss=-1.92, Synergy_Loewe=-3.23, Synergy_HSA=-0.463. (2) Drug 1: CC1=CC2C(CCC3(C2CCC3(C(=O)C)OC(=O)C)C)C4(C1=CC(=O)CC4)C. Drug 2: CC1=C2C(C(=O)C3(C(CC4C(C3C(C(C2(C)C)(CC1OC(=O)C(C(C5=CC=CC=C5)NC(=O)OC(C)(C)C)O)O)OC(=O)C6=CC=CC=C6)(CO4)OC(=O)C)O)C)O. Cell line: U251. Synergy scores: CSS=55.5, Synergy_ZIP=7.25, Synergy_Bliss=6.26, Synergy_Loewe=-29.0, Synergy_HSA=7.22. (3) Drug 2: CCCCC(=O)OCC(=O)C1(CC(C2=C(C1)C(=C3C(=C2O)C(=O)C4=C(C3=O)C=CC=C4OC)O)OC5CC(C(C(O5)C)O)NC(=O)C(F)(F)F)O. Synergy scores: CSS=62.9, Synergy_ZIP=7.67, Synergy_Bliss=7.28, Synergy_Loewe=-15.7, Synergy_HSA=7.02. Cell line: MDA-MB-435. Drug 1: CC1=C2C(C(=O)C3(C(CC4C(C3C(C(C2(C)C)(CC1OC(=O)C(C(C5=CC=CC=C5)NC(=O)OC(C)(C)C)O)O)OC(=O)C6=CC=CC=C6)(CO4)OC(=O)C)OC)C)OC. (4) Drug 1: CCCCCOC(=O)NC1=NC(=O)N(C=C1F)C2C(C(C(O2)C)O)O. Drug 2: C(CN)CNCCSP(=O)(O)O. Cell line: SK-MEL-2. Synergy scores: CSS=5.02, Synergy_ZIP=5.78, Synergy_Bliss=5.72, Synergy_Loewe=5.12, Synergy_HSA=-3.23. (5) Drug 1: CN(C)N=NC1=C(NC=N1)C(=O)N. Drug 2: C1CC(C1)(C(=O)O)C(=O)O.[NH2-].[NH2-].[Pt+2]. Cell line: KM12. Synergy scores: CSS=1.95, Synergy_ZIP=-7.97, Synergy_Bliss=-13.8, Synergy_Loewe=-11.1, Synergy_HSA=-10.6. (6) Drug 1: CCCCC(=O)OCC(=O)C1(CC(C2=C(C1)C(=C3C(=C2O)C(=O)C4=C(C3=O)C=CC=C4OC)O)OC5CC(C(C(O5)C)O)NC(=O)C(F)(F)F)O. Drug 2: CC1CCCC2(C(O2)CC(NC(=O)CC(C(C(=O)C(C1O)C)(C)C)O)C(=CC3=CSC(=N3)C)C)C. Cell line: KM12. Synergy scores: CSS=87.1, Synergy_ZIP=2.76, Synergy_Bliss=1.11, Synergy_Loewe=2.28, Synergy_HSA=3.49.